Dataset: Forward reaction prediction with 1.9M reactions from USPTO patents (1976-2016). Task: Predict the product of the given reaction. (1) Given the reactants Cl[C:2]1[C:11]2[C:6](=[CH:7][C:8]([CH3:12])=[CH:9][CH:10]=2)[N:5]=[C:4]([C:13]2[CH:18]=[CH:17][CH:16]=[CH:15][C:14]=2[OH:19])[N:3]=1.[CH2:20]([N:27]1[CH2:32][CH2:31][NH:30][C@@H:29]([CH:33]([CH3:35])[CH3:34])[CH2:28]1)[C:21]1[CH:26]=[CH:25][CH:24]=[CH:23][CH:22]=1.C(N(CC)CC)C, predict the reaction product. The product is: [CH2:20]([N:27]1[CH2:32][CH2:31][N:30]([C:2]2[C:11]3[C:6](=[CH:7][C:8]([CH3:12])=[CH:9][CH:10]=3)[N:5]=[C:4]([C:13]3[CH:18]=[CH:17][CH:16]=[CH:15][C:14]=3[OH:19])[N:3]=2)[C@@H:29]([CH:33]([CH3:35])[CH3:34])[CH2:28]1)[C:21]1[CH:22]=[CH:23][CH:24]=[CH:25][CH:26]=1. (2) Given the reactants [CH2:1]([O:3][C:4]1[CH:5]=[C:6]2[C:11](=[CH:12][CH:13]=1)[NH:10][C:9](=[O:14])[CH2:8][CH2:7]2)[CH3:2].[N:15]([O-:17])=[O:16].[Na+], predict the reaction product. The product is: [CH2:1]([O:3][C:4]1[CH:5]=[C:6]2[C:11](=[CH:12][C:13]=1[N+:15]([O-:17])=[O:16])[NH:10][C:9](=[O:14])[CH2:8][CH2:7]2)[CH3:2]. (3) Given the reactants Br[C@@H:2]1[CH2:6][N:5]([C:7]([O:9][C:10]([CH3:13])([CH3:12])[CH3:11])=[O:8])[C@H:4]([CH2:14][O:15][Si:16]([C:29]([CH3:32])([CH3:31])[CH3:30])([C:23]2[CH:28]=[CH:27][CH:26]=[CH:25][CH:24]=2)[C:17]2[CH:22]=[CH:21][CH:20]=[CH:19][CH:18]=2)[CH2:3]1.[N-:33]=[N+]=[N-].[Na+].O, predict the reaction product. The product is: [NH2:33][C@H:2]1[CH2:6][N:5]([C:7]([O:9][C:10]([CH3:13])([CH3:12])[CH3:11])=[O:8])[C@H:4]([CH2:14][O:15][Si:16]([C:29]([CH3:32])([CH3:31])[CH3:30])([C:23]2[CH:28]=[CH:27][CH:26]=[CH:25][CH:24]=2)[C:17]2[CH:22]=[CH:21][CH:20]=[CH:19][CH:18]=2)[CH2:3]1. (4) Given the reactants [Li:1]CCCC.CCCCCC.[CH:12]([NH:15][CH:16]([CH3:18])[CH3:17])([CH3:14])[CH3:13].[CH3:19][CH:20]1[C:29]2[C:24](=[N:25][C:26]([CH3:30])=[CH:27][CH:28]=2)[N:23]([C:31]([O:33][C:34]([CH3:37])([CH3:36])[CH3:35])=[O:32])[CH2:22][CH2:21]1.[CH2:38]([O:40][C:41](=O)[O:42]CC)[CH3:39], predict the reaction product. The product is: [Li+:1].[CH3:13][CH:12]([N-:15][CH:16]([CH3:18])[CH3:17])[CH3:14].[CH2:38]([O:40][C:41](=[O:42])[CH2:30][C:26]1[N:25]=[C:24]2[C:29]([CH:20]([CH3:19])[CH2:21][CH2:22][N:23]2[C:31]([O:33][C:34]([CH3:36])([CH3:35])[CH3:37])=[O:32])=[CH:28][CH:27]=1)[CH3:39]. (5) Given the reactants [CH2:1]([C:3]1[CH:4]=[C:5]2[C:10](=[CH:11][CH:12]=1)[CH:9]=[C:8]([CH2:13][C:14](=[O:20])[CH2:15][C:16]([O:18][CH3:19])=[O:17])[CH:7]=[CH:6]2)[CH3:2].CC1(C)C2(CS(O)(=O)=O)C(CC1CC2)=O, predict the reaction product. The product is: [CH2:1]([C:3]1[CH:4]=[C:5]2[C:10](=[CH:11][CH:12]=1)[CH:9]=[C:8]([CH2:13][C@H:14]([OH:20])[CH2:15][C:16]([O:18][CH3:19])=[O:17])[CH:7]=[CH:6]2)[CH3:2].